From a dataset of Catalyst prediction with 721,799 reactions and 888 catalyst types from USPTO. Predict which catalyst facilitates the given reaction. Reactant: [N+:1]([O-:4])(O)=[O:2].[OH:5][C:6]1[CH:13]=[CH:12][C:9]([C:10]#[N:11])=[CH:8][CH:7]=1. Product: [OH:5][C:6]1[CH:13]=[CH:12][C:9]([C:10]#[N:11])=[CH:8][C:7]=1[N+:1]([O-:4])=[O:2]. The catalyst class is: 15.